This data is from NCI-60 drug combinations with 297,098 pairs across 59 cell lines. The task is: Regression. Given two drug SMILES strings and cell line genomic features, predict the synergy score measuring deviation from expected non-interaction effect. (1) Drug 1: C1=CC(=C2C(=C1NCCNCCO)C(=O)C3=C(C=CC(=C3C2=O)O)O)NCCNCCO. Drug 2: B(C(CC(C)C)NC(=O)C(CC1=CC=CC=C1)NC(=O)C2=NC=CN=C2)(O)O. Cell line: HS 578T. Synergy scores: CSS=21.4, Synergy_ZIP=-1.54, Synergy_Bliss=-5.20, Synergy_Loewe=-6.69, Synergy_HSA=-5.74. (2) Drug 1: CC=C1C(=O)NC(C(=O)OC2CC(=O)NC(C(=O)NC(CSSCCC=C2)C(=O)N1)C(C)C)C(C)C. Drug 2: CN(C(=O)NC(C=O)C(C(C(CO)O)O)O)N=O. Cell line: K-562. Synergy scores: CSS=67.5, Synergy_ZIP=-2.41, Synergy_Bliss=-2.26, Synergy_Loewe=-40.9, Synergy_HSA=-1.95. (3) Drug 1: C1=CC(=CC=C1C#N)C(C2=CC=C(C=C2)C#N)N3C=NC=N3. Drug 2: CN(C(=O)NC(C=O)C(C(C(CO)O)O)O)N=O. Cell line: MOLT-4. Synergy scores: CSS=0.129, Synergy_ZIP=-0.330, Synergy_Bliss=-1.83, Synergy_Loewe=-1.97, Synergy_HSA=-2.10. (4) Drug 1: CC12CCC(CC1=CCC3C2CCC4(C3CC=C4C5=CN=CC=C5)C)O. Drug 2: CN(CCCl)CCCl.Cl. Cell line: PC-3. Synergy scores: CSS=11.8, Synergy_ZIP=-4.96, Synergy_Bliss=1.88, Synergy_Loewe=-3.21, Synergy_HSA=1.07. (5) Drug 1: COC1=CC(=CC(=C1O)OC)C2C3C(COC3=O)C(C4=CC5=C(C=C24)OCO5)OC6C(C(C7C(O6)COC(O7)C8=CC=CS8)O)O. Drug 2: CCC1=C2CN3C(=CC4=C(C3=O)COC(=O)C4(CC)O)C2=NC5=C1C=C(C=C5)O. Cell line: HCT-15. Synergy scores: CSS=53.4, Synergy_ZIP=-3.85, Synergy_Bliss=-5.04, Synergy_Loewe=-2.66, Synergy_HSA=-2.18. (6) Drug 1: CC12CCC(CC1=CCC3C2CCC4(C3CC=C4C5=CN=CC=C5)C)O. Drug 2: CC(C)(C#N)C1=CC(=CC(=C1)CN2C=NC=N2)C(C)(C)C#N. Cell line: U251. Synergy scores: CSS=7.54, Synergy_ZIP=-2.73, Synergy_Bliss=-1.01, Synergy_Loewe=-0.668, Synergy_HSA=-0.629. (7) Drug 1: CN1C2=C(C=C(C=C2)N(CCCl)CCCl)N=C1CCCC(=O)O.Cl. Drug 2: C1CN(CCN1C(=O)CCBr)C(=O)CCBr. Cell line: HT29. Synergy scores: CSS=6.12, Synergy_ZIP=-3.32, Synergy_Bliss=-0.445, Synergy_Loewe=-3.72, Synergy_HSA=-0.288. (8) Drug 1: CC1CCCC2(C(O2)CC(NC(=O)CC(C(C(=O)C(C1O)C)(C)C)O)C(=CC3=CSC(=N3)C)C)C. Drug 2: CC1C(C(CC(O1)OC2CC(CC3=C2C(=C4C(=C3O)C(=O)C5=CC=CC=C5C4=O)O)(C(=O)C)O)N)O. Cell line: SR. Synergy scores: CSS=47.5, Synergy_ZIP=5.41, Synergy_Bliss=5.37, Synergy_Loewe=4.59, Synergy_HSA=6.56. (9) Drug 1: C1=NC2=C(N1)C(=S)N=C(N2)N. Drug 2: CC1C(C(CC(O1)OC2CC(OC(C2O)C)OC3=CC4=CC5=C(C(=O)C(C(C5)C(C(=O)C(C(C)O)O)OC)OC6CC(C(C(O6)C)O)OC7CC(C(C(O7)C)O)OC8CC(C(C(O8)C)O)(C)O)C(=C4C(=C3C)O)O)O)O. Cell line: A549. Synergy scores: CSS=26.9, Synergy_ZIP=-2.07, Synergy_Bliss=1.37, Synergy_Loewe=-0.277, Synergy_HSA=1.19. (10) Cell line: BT-549. Drug 1: C1=NNC2=C1C(=O)NC=N2. Synergy scores: CSS=3.27, Synergy_ZIP=1.67, Synergy_Bliss=0.437, Synergy_Loewe=-3.24, Synergy_HSA=-0.404. Drug 2: C1CNP(=O)(OC1)N(CCCl)CCCl.